From a dataset of Full USPTO retrosynthesis dataset with 1.9M reactions from patents (1976-2016). Predict the reactants needed to synthesize the given product. Given the product [O:10]1[CH2:11][CH2:12][N:7]([CH2:14][CH2:15][CH2:16][C:17]#[N:18])[CH2:8][CH2:9]1, predict the reactants needed to synthesize it. The reactants are: C([O-])([O-])=O.[K+].[K+].[NH:7]1[CH2:12][CH2:11][O:10][CH2:9][CH2:8]1.Br[CH2:14][CH2:15][CH2:16][C:17]#[N:18].